This data is from NCI-60 drug combinations with 297,098 pairs across 59 cell lines. The task is: Regression. Given two drug SMILES strings and cell line genomic features, predict the synergy score measuring deviation from expected non-interaction effect. (1) Drug 1: C1CC(=O)NC(=O)C1N2CC3=C(C2=O)C=CC=C3N. Drug 2: CN(CC1=CN=C2C(=N1)C(=NC(=N2)N)N)C3=CC=C(C=C3)C(=O)NC(CCC(=O)O)C(=O)O. Cell line: COLO 205. Synergy scores: CSS=26.5, Synergy_ZIP=4.45, Synergy_Bliss=5.14, Synergy_Loewe=-8.01, Synergy_HSA=5.15. (2) Drug 1: CC12CCC3C(C1CCC2=O)CC(=C)C4=CC(=O)C=CC34C. Drug 2: CCCCC(=O)OCC(=O)C1(CC(C2=C(C1)C(=C3C(=C2O)C(=O)C4=C(C3=O)C=CC=C4OC)O)OC5CC(C(C(O5)C)O)NC(=O)C(F)(F)F)O. Cell line: MALME-3M. Synergy scores: CSS=29.2, Synergy_ZIP=0.367, Synergy_Bliss=-1.24, Synergy_Loewe=-1.40, Synergy_HSA=-2.39. (3) Drug 1: C1CCC(C1)C(CC#N)N2C=C(C=N2)C3=C4C=CNC4=NC=N3. Drug 2: C1CC(=O)NC(=O)C1N2C(=O)C3=CC=CC=C3C2=O. Cell line: OVCAR-4. Synergy scores: CSS=1.09, Synergy_ZIP=1.49, Synergy_Bliss=2.64, Synergy_Loewe=2.64, Synergy_HSA=1.31. (4) Drug 1: C1=C(C(=O)NC(=O)N1)N(CCCl)CCCl. Drug 2: CCCCC(=O)OCC(=O)C1(CC(C2=C(C1)C(=C3C(=C2O)C(=O)C4=C(C3=O)C=CC=C4OC)O)OC5CC(C(C(O5)C)O)NC(=O)C(F)(F)F)O. Cell line: NCIH23. Synergy scores: CSS=28.8, Synergy_ZIP=-0.767, Synergy_Bliss=-1.80, Synergy_Loewe=-1.12, Synergy_HSA=-1.04. (5) Drug 1: CC1=CC=C(C=C1)C2=CC(=NN2C3=CC=C(C=C3)S(=O)(=O)N)C(F)(F)F. Drug 2: C(CCl)NC(=O)N(CCCl)N=O. Cell line: SK-MEL-2. Synergy scores: CSS=2.69, Synergy_ZIP=-10.3, Synergy_Bliss=-13.6, Synergy_Loewe=-16.8, Synergy_HSA=-13.3. (6) Drug 1: C1CN1C2=NC(=NC(=N2)N3CC3)N4CC4. Drug 2: C1CCN(CC1)CCOC2=CC=C(C=C2)C(=O)C3=C(SC4=C3C=CC(=C4)O)C5=CC=C(C=C5)O. Cell line: CCRF-CEM. Synergy scores: CSS=58.7, Synergy_ZIP=-0.643, Synergy_Bliss=-1.72, Synergy_Loewe=-9.56, Synergy_HSA=-1.98. (7) Drug 1: CN1CCC(CC1)COC2=C(C=C3C(=C2)N=CN=C3NC4=C(C=C(C=C4)Br)F)OC. Drug 2: CCCCCOC(=O)NC1=NC(=O)N(C=C1F)C2C(C(C(O2)C)O)O. Cell line: MDA-MB-231. Synergy scores: CSS=11.4, Synergy_ZIP=-4.09, Synergy_Bliss=-3.05, Synergy_Loewe=-9.29, Synergy_HSA=-1.41. (8) Drug 1: C1=C(C(=O)NC(=O)N1)F. Drug 2: CC1CCC2CC(C(=CC=CC=CC(CC(C(=O)C(C(C(=CC(C(=O)CC(OC(=O)C3CCCCN3C(=O)C(=O)C1(O2)O)C(C)CC4CCC(C(C4)OC)OCCO)C)C)O)OC)C)C)C)OC. Cell line: A498. Synergy scores: CSS=46.5, Synergy_ZIP=-11.2, Synergy_Bliss=-14.9, Synergy_Loewe=-6.83, Synergy_HSA=-6.56.